Dataset: Full USPTO retrosynthesis dataset with 1.9M reactions from patents (1976-2016). Task: Predict the reactants needed to synthesize the given product. (1) Given the product [CH3:1][Si:2]([CH3:9])([CH3:8])[CH2:3][CH2:4][O:5][CH2:6][N:10]1[C:14]2[CH:15]=[CH:16][CH:17]=[CH:18][C:13]=2[N:12]=[C:11]1[CH:31]=[O:32], predict the reactants needed to synthesize it. The reactants are: [CH3:1][Si:2]([CH3:9])([CH3:8])[CH2:3][CH2:4][O:5][CH2:6]Cl.[N:10]1[C:14]2[CH:15]=[CH:16][CH:17]=[CH:18][C:13]=2[NH:12][CH:11]=1.CCN(C(C)C)C(C)C.CN([CH:31]=[O:32])C. (2) Given the product [C:15]([C:12]1[CH:13]=[CH:14][C:9]([O:8][CH2:7][C:6]([OH:5])=[O:19])=[C:10]([C:17]#[C:18][C:21]2[CH:22]=[C:23]([S:28]([CH2:31][CH2:32][OH:33])(=[O:30])=[O:29])[CH:24]=[CH:25][C:26]=2[CH3:27])[CH:11]=1)#[N:16], predict the reactants needed to synthesize it. The reactants are: C([O:5][C:6](=[O:19])[CH2:7][O:8][C:9]1[CH:14]=[CH:13][C:12]([C:15]#[N:16])=[CH:11][C:10]=1[C:17]#[CH:18])(C)(C)C.Br[C:21]1[CH:22]=[C:23]([S:28]([CH2:31][CH2:32][OH:33])(=[O:30])=[O:29])[CH:24]=[CH:25][C:26]=1[CH3:27]. (3) Given the product [C:1]([O:5][C:6]([N:7]([CH2:8][C:9]1[CH:14]=[CH:13][C:12]([O:15][CH3:16])=[CH:11][CH:10]=1)[C:17]1[C:18]([Cl:26])=[C:19]([CH:38]2[CH2:37][N:36]([C:34]([O:33][C:29]([CH3:32])([CH3:31])[CH3:30])=[O:35])[CH2:39]2)[CH:20]=[C:21]([C:23]#[N:24])[CH:22]=1)=[O:27])([CH3:4])([CH3:3])[CH3:2], predict the reactants needed to synthesize it. The reactants are: [C:1]([O:5][C:6](=[O:27])[N:7]([C:17]1[CH:22]=[C:21]([C:23]#[N:24])[CH:20]=[C:19](Br)[C:18]=1[Cl:26])[CH2:8][C:9]1[CH:14]=[CH:13][C:12]([O:15][CH3:16])=[CH:11][CH:10]=1)([CH3:4])([CH3:3])[CH3:2].[I-].[C:29]([O:33][C:34]([N:36]1[CH2:39][CH:38]([Zn+])[CH2:37]1)=[O:35])([CH3:32])([CH3:31])[CH3:30]. (4) Given the product [CH2:1]([C:25]1[C:34]([C@@H:35]([N:37]2[C:45](=[O:46])[C:44]3[C:39](=[CH:40][CH:41]=[CH:42][CH:43]=3)[C:38]2=[O:47])[CH3:36])=[CH:33][C:32]2[C:27](=[C:28]([F:48])[CH:29]=[CH:30][CH:31]=2)[N:26]=1)[CH2:2][CH2:3][CH3:4], predict the reactants needed to synthesize it. The reactants are: [CH2:1]([Sn]([CH2:1][CH2:2][CH2:3][CH3:4])([CH2:1][CH2:2][CH2:3][CH3:4])C1C2C(=CC=CC=2)C=CN=1)[CH2:2][CH2:3][CH3:4].Cl[C:25]1[C:34]([C@@H:35]([N:37]2[C:45](=[O:46])[C:44]3[C:39](=[CH:40][CH:41]=[CH:42][CH:43]=3)[C:38]2=[O:47])[CH3:36])=[CH:33][C:32]2[C:27](=[C:28]([F:48])[CH:29]=[CH:30][CH:31]=2)[N:26]=1.O1CCOCC1. (5) Given the product [CH3:23][NH:24][C:10](=[O:12])[C:9]1[CH:13]=[C:14]([N+:16]([O-:18])=[O:17])[CH:15]=[C:7]([N:4]2[CH2:3][CH2:2][O:1][CH2:6][CH2:5]2)[CH:8]=1, predict the reactants needed to synthesize it. The reactants are: [O:1]1[CH2:6][CH2:5][N:4]([C:7]2[CH:8]=[C:9]([CH:13]=[C:14]([N+:16]([O-:18])=[O:17])[CH:15]=2)[C:10]([OH:12])=O)[CH2:3][CH2:2]1.C(Cl)CCl.[CH3:23][NH2:24].C1COCC1. (6) Given the product [CH3:20][O:19][C:18]1[C:13]([NH:12][C:4]2[N:3]=[C:2]([NH:38][C:35]3[CH:34]=[C:33]([CH3:32])[NH:37][N:36]=3)[C:7]([C:8]([F:11])([F:10])[F:9])=[CH:6][N:5]=2)=[CH:14][C:15]([CH3:31])=[C:16]([C:21]2[CH:26]=[CH:25][C:24]([C:27]([NH:29][CH3:30])=[O:28])=[CH:23][CH:22]=2)[CH:17]=1, predict the reactants needed to synthesize it. The reactants are: Cl[C:2]1[C:7]([C:8]([F:11])([F:10])[F:9])=[CH:6][N:5]=[C:4]([NH:12][C:13]2[C:18]([O:19][CH3:20])=[CH:17][C:16]([C:21]3[CH:26]=[CH:25][C:24]([C:27]([NH:29][CH3:30])=[O:28])=[CH:23][CH:22]=3)=[C:15]([CH3:31])[CH:14]=2)[N:3]=1.[CH3:32][C:33]1[NH:37][N:36]=[C:35]([NH2:38])[CH:34]=1.C(=O)([O-])[O-].[Cs+].[Cs+]. (7) Given the product [O:7]=[C:4]1[CH2:5][CH2:6][N:2]([C:17]([O:19][CH2:20][C:21]2[CH:26]=[CH:25][CH:24]=[CH:23][CH:22]=2)=[O:18])[NH:3]1, predict the reactants needed to synthesize it. The reactants are: Cl.[NH:2]1[CH2:6][CH2:5][C:4](=[O:7])[NH:3]1.CCN(C(C)C)C(C)C.[C:17](Cl)([O:19][CH2:20][C:21]1[CH:26]=[CH:25][CH:24]=[CH:23][CH:22]=1)=[O:18]. (8) Given the product [Br:13][C:14]1[CH:20]=[CH:19][C:17]([NH:18][C:2]2[C:6]3[CH:7]=[CH:8][CH:9]=[CH:10][C:5]=3[S:4](=[O:12])(=[O:11])[N:3]=2)=[CH:16][CH:15]=1, predict the reactants needed to synthesize it. The reactants are: Cl[C:2]1[C:6]2[CH:7]=[CH:8][CH:9]=[CH:10][C:5]=2[S:4](=[O:12])(=[O:11])[N:3]=1.[Br:13][C:14]1[CH:20]=[CH:19][C:17]([NH2:18])=[CH:16][CH:15]=1.